From a dataset of Catalyst prediction with 721,799 reactions and 888 catalyst types from USPTO. Predict which catalyst facilitates the given reaction. (1) Reactant: [C:1]([C:3]1[CH:4]=[CH:5][C:6]([OH:29])=[C:7]([S:9]([N:12]([CH2:24][C:25]([NH:27][NH2:28])=[O:26])[CH2:13][CH2:14][C:15]2[CH:20]=[CH:19][C:18]([CH:21]([CH3:23])[CH3:22])=[CH:17][CH:16]=2)(=[O:11])=[O:10])[CH:8]=1)#[N:2].Cl[C:31](Cl)([O:33]C(=O)OC(Cl)(Cl)Cl)Cl.O. Product: [C:1]([C:3]1[CH:4]=[CH:5][C:6]([OH:29])=[C:7]([S:9]([N:12]([CH2:13][CH2:14][C:15]2[CH:20]=[CH:19][C:18]([CH:21]([CH3:23])[CH3:22])=[CH:17][CH:16]=2)[CH2:24][C:25]2[O:26][C:31](=[O:33])[NH:28][N:27]=2)(=[O:11])=[O:10])[CH:8]=1)#[N:2]. The catalyst class is: 7. (2) Reactant: C([O:4][CH2:5][C@@H:6]1[C@@H:11]([O:12]C(=O)C)[C@H:10]([O:16]C(=O)C)[C@H:9]([O:20]C(=O)C)[C@@H:8]([C:24]2[CH:29]=[CH:28][CH:27]=[C:26]([CH2:30]/[CH:31]=[CH:32]/[C:33]3[CH:38]=[C:37]([C:39](=[O:42])[NH:40][CH3:41])[CH:36]=[C:35]([C:43](=[O:46])[NH:44][CH3:45])[CH:34]=3)[CH:25]=2)[O:7]1)(=O)C.C[O-].[Na+]. Product: [CH3:41][NH:40][C:39]([C:37]1[CH:38]=[C:33](/[CH:32]=[CH:31]/[CH2:30][C:26]2[CH:27]=[CH:28][CH:29]=[C:24]([C@@H:8]3[C@@H:9]([OH:20])[C@@H:10]([OH:16])[C@H:11]([OH:12])[C@@H:6]([CH2:5][OH:4])[O:7]3)[CH:25]=2)[CH:34]=[C:35]([C:43]([NH:44][CH3:45])=[O:46])[CH:36]=1)=[O:42]. The catalyst class is: 5. (3) Reactant: [H-].[Na+].[Cl:3][C:4]1[CH:9]=[CH:8][C:7]([OH:10])=[C:6]([N+:11]([O-:13])=[O:12])[CH:5]=1.Br[CH2:15][CH2:16][CH2:17][O:18][CH3:19]. Product: [Cl:3][C:4]1[CH:9]=[CH:8][C:7]([O:10][CH2:15][CH2:16][CH2:17][O:18][CH3:19])=[C:6]([N+:11]([O-:13])=[O:12])[CH:5]=1. The catalyst class is: 9. (4) Reactant: [F:1][C:2]1([CH2:34][F:35])[CH2:6][N:5](C(OC(C)(C)C)=O)[C@H:4]([C:14](=[O:33])[NH:15][CH2:16][C:17]2[CH:22]=[C:21]([C:23]3[CH:24]=[N:25][C:26]([C:29]([F:32])([F:31])[F:30])=[CH:27][CH:28]=3)[N:20]=[CH:19][N:18]=2)[CH2:3]1.[ClH:36]. Product: [ClH:36].[F:1][C:2]1([CH2:34][F:35])[CH2:6][NH:5][C@H:4]([C:14]([NH:15][CH2:16][C:17]2[CH:22]=[C:21]([C:23]3[CH:24]=[N:25][C:26]([C:29]([F:30])([F:31])[F:32])=[CH:27][CH:28]=3)[N:20]=[CH:19][N:18]=2)=[O:33])[CH2:3]1. The catalyst class is: 12. (5) Reactant: [CH2:1]([C:3]1[C:11]2[C:6](=[CH:7][N:8]=[CH:9][CH:10]=2)[N:5]([NH2:12])[CH:4]=1)[CH3:2].[F:13][C:14]1[CH:15]=[C:16]([C:20]2[N:25]=[C:24]([CH3:26])[C:23]([C:27](O)=[O:28])=[CH:22][N:21]=2)[CH:17]=[CH:18][CH:19]=1.CN(C(ON1N=NC2C=CC=NC1=2)=[N+](C)C)C.F[P-](F)(F)(F)(F)F.CCN(C(C)C)C(C)C. Product: [CH2:1]([C:3]1[C:11]2[C:6](=[CH:7][N:8]=[CH:9][CH:10]=2)[N:5]([NH:12][C:27]([C:23]2[C:24]([CH3:26])=[N:25][C:20]([C:16]3[CH:17]=[CH:18][CH:19]=[C:14]([F:13])[CH:15]=3)=[N:21][CH:22]=2)=[O:28])[CH:4]=1)[CH3:2]. The catalyst class is: 3. (6) Reactant: [F:1][C:2]1[CH:7]=[CH:6][CH:5]=[C:4]([CH3:8])[C:3]=1[NH:9]C(=O)OC(C)(C)C. Product: [F:1][C:2]1[CH:7]=[CH:6][CH:5]=[C:4]([CH3:8])[C:3]=1[NH2:9]. The catalyst class is: 55. (7) Reactant: [F:1][C:2]1[C:7]([F:8])=[CH:6][CH:5]=[CH:4][C:3]=1/[C:9](=[N:11]/[S@@:12]([C:14]([CH3:17])([CH3:16])[CH3:15])=[O:13])/[CH3:10].[Cl-].[C:19]([O:23][C:24](=[O:27])[CH2:25][Zn+])([CH3:22])([CH3:21])[CH3:20]. Product: [F:1][C:2]1[C:7]([F:8])=[CH:6][CH:5]=[CH:4][C:3]=1[C@:9]([NH:11][S@@:12]([C:14]([CH3:15])([CH3:17])[CH3:16])=[O:13])([CH3:10])[CH2:25][C:24]([O:23][C:19]([CH3:22])([CH3:21])[CH3:20])=[O:27]. The catalyst class is: 1.